Dataset: Forward reaction prediction with 1.9M reactions from USPTO patents (1976-2016). Task: Predict the product of the given reaction. (1) Given the reactants [OH:1][C:2]1[CH:3]=[C:4]([CH2:9][C:10]([O:12][CH2:13][CH3:14])=[O:11])[CH:5]=[CH:6][C:7]=1[OH:8].Br[CH2:16][CH2:17]Br.C(=O)([O-])[O-].[Cs+].[Cs+], predict the reaction product. The product is: [O:1]1[CH2:17][CH2:16][O:8][C:7]2[CH:6]=[CH:5][C:4]([CH2:9][C:10]([O:12][CH2:13][CH3:14])=[O:11])=[CH:3][C:2]1=2. (2) Given the reactants O.[SH-].[Na+].[CH3:4][S:5]([C:8]1[CH2:12][C:11]([CH3:14])([CH3:13])[O:10][N:9]=1)(=O)=O.C(=O)([O-])[O-].[K+].[K+].C(S([O-])=O)O.[Na+].BrC[C:29]1[C:30]([C:41]([F:44])([F:43])[F:42])=[N:31][N:32]([C:35]2[CH:40]=[CH:39][CH:38]=[CH:37][CH:36]=2)[C:33]=1[Cl:34], predict the reaction product. The product is: [Cl:34][C:33]1[N:32]([C:35]2[CH:40]=[CH:39][CH:38]=[CH:37][CH:36]=2)[N:31]=[C:30]([C:41]([F:44])([F:43])[F:42])[C:29]=1[CH2:4][S:5][C:8]1[CH2:12][C:11]([CH3:14])([CH3:13])[O:10][N:9]=1. (3) Given the reactants [CH3:1][O:2][C:3]1[CH:4]=[C:5]2[C:10](=[CH:11][C:12]=1[O:13][CH3:14])[N:9]=[CH:8][CH:7]=[C:6]2[O:15][C:16]1[CH:21]=[C:20]([CH3:22])[C:19]([CH3:23])=[CH:18][C:17]=1[C:24](=O)[CH3:25].O.[NH2:28][NH2:29].C(N(CC)CC)C, predict the reaction product. The product is: [CH3:1][O:2][C:3]1[CH:4]=[C:5]2[C:10](=[CH:11][C:12]=1[O:13][CH3:14])[N:9]=[CH:8][CH:7]=[C:6]2[O:15][C:16]1[CH:21]=[C:20]([CH3:22])[C:19]([CH3:23])=[CH:18][C:17]=1[C:24](=[N:28][NH2:29])[CH3:25]. (4) Given the reactants [NH2:1][C:2]1[CH:9]=[CH:8][C:5]([C:6]#[N:7])=[CH:4][C:3]=1[N+:10]([O-:12])=[O:11].[N-:13]=[N+:14]=[N-:15].[Na+].Cl, predict the reaction product. The product is: [N+:10]([C:3]1[CH:4]=[C:5]([C:6]2[NH:15][N:14]=[N:13][N:7]=2)[CH:8]=[CH:9][C:2]=1[NH2:1])([O-:12])=[O:11]. (5) The product is: [Cl:29][C:11]1[N:12]=[N+:13]([O-:14])[C:8]2[CH:7]=[C:6]([CH3:5])[CH:17]=[CH:16][C:9]=2[N:10]=1. Given the reactants N([O-])=O.[Na+].[CH3:5][C:6]1[CH:17]=[CH:16][C:9]2[N:10]=[C:11](N)[N:12]=[N+:13]([O-:14])[C:8]=2[CH:7]=1.CN(C)C1C=CC=CC=1.O=P(Cl)(Cl)[Cl:29], predict the reaction product. (6) Given the reactants [F:1][CH:2]([F:18])[O:3][C:4]1[C:9]2[O:10][CH:11]([CH3:15])[C:12](=[O:14])[NH:13][C:8]=2[CH:7]=[C:6]([CH:16]=O)[CH:5]=1.[CH3:19][NH:20][C:21](=[O:35])[C:22]1[CH:27]=[CH:26][C:25]([N:28]2[CH2:33][CH2:32][NH:31][CH2:30][CH2:29]2)=[C:24]([CH3:34])[CH:23]=1, predict the reaction product. The product is: [F:1][CH:2]([F:18])[O:3][C:4]1[C:9]2[O:10][CH:11]([CH3:15])[C:12](=[O:14])[NH:13][C:8]=2[CH:7]=[C:6]([CH2:16][N:31]2[CH2:30][CH2:29][N:28]([C:25]3[CH:26]=[CH:27][C:22]([C:21]([NH:20][CH3:19])=[O:35])=[CH:23][C:24]=3[CH3:34])[CH2:33][CH2:32]2)[CH:5]=1. (7) Given the reactants ClC1C=CC(C2C3C=CC=CC=3C3=C(C)ON=C3C[N:9]=2)=CC=1.O[CH2:24][C:25]1[O:29][N:28]=[C:27]([CH3:30])[C:26]=1[C:31]1[N:40]=[C:39]([O:41][CH3:42])[CH:38]=[CH:37][C:32]=1[C:33](OC)=[O:34].ClC1C=CC(C(C2C=CC=CC=2C2C(CO)=NOC=2C)=O)=CC=1.[N-]=[N+]=[N-], predict the reaction product. The product is: [CH3:42][O:41][C:39]1[CH:38]=[CH:37][C:32]2[C:33](=[O:34])[NH:9][CH2:24][C:25]3[O:29][N:28]=[C:27]([CH3:30])[C:26]=3[C:31]=2[N:40]=1.